Dataset: NCI-60 drug combinations with 297,098 pairs across 59 cell lines. Task: Regression. Given two drug SMILES strings and cell line genomic features, predict the synergy score measuring deviation from expected non-interaction effect. (1) Drug 1: CC1=C(C=C(C=C1)NC2=NC=CC(=N2)N(C)C3=CC4=NN(C(=C4C=C3)C)C)S(=O)(=O)N.Cl. Drug 2: CN(CCCl)CCCl.Cl. Cell line: SN12C. Synergy scores: CSS=28.1, Synergy_ZIP=-8.04, Synergy_Bliss=0.969, Synergy_Loewe=0.203, Synergy_HSA=0.609. (2) Drug 1: CN(C)N=NC1=C(NC=N1)C(=O)N. Drug 2: C1=NC2=C(N1)C(=S)N=C(N2)N. Cell line: MDA-MB-231. Synergy scores: CSS=33.7, Synergy_ZIP=-10.7, Synergy_Bliss=-1.20, Synergy_Loewe=-28.7, Synergy_HSA=-1.82. (3) Drug 1: CC1=C(N=C(N=C1N)C(CC(=O)N)NCC(C(=O)N)N)C(=O)NC(C(C2=CN=CN2)OC3C(C(C(C(O3)CO)O)O)OC4C(C(C(C(O4)CO)O)OC(=O)N)O)C(=O)NC(C)C(C(C)C(=O)NC(C(C)O)C(=O)NCCC5=NC(=CS5)C6=NC(=CS6)C(=O)NCCC[S+](C)C)O. Drug 2: CN(C(=O)NC(C=O)C(C(C(CO)O)O)O)N=O. Cell line: A549. Synergy scores: CSS=41.5, Synergy_ZIP=2.35, Synergy_Bliss=2.23, Synergy_Loewe=-54.6, Synergy_HSA=0.919. (4) Drug 1: C1=CC=C(C=C1)NC(=O)CCCCCCC(=O)NO. Drug 2: C1=NNC2=C1C(=O)NC=N2. Cell line: HCC-2998. Synergy scores: CSS=6.30, Synergy_ZIP=2.20, Synergy_Bliss=5.82, Synergy_Loewe=-6.08, Synergy_HSA=-0.297. (5) Drug 1: CCC1(CC2CC(C3=C(CCN(C2)C1)C4=CC=CC=C4N3)(C5=C(C=C6C(=C5)C78CCN9C7C(C=CC9)(C(C(C8N6C=O)(C(=O)OC)O)OC(=O)C)CC)OC)C(=O)OC)O.OS(=O)(=O)O. Drug 2: CC1=C(C=C(C=C1)C(=O)NC2=CC(=CC(=C2)C(F)(F)F)N3C=C(N=C3)C)NC4=NC=CC(=N4)C5=CN=CC=C5. Cell line: NCIH23. Synergy scores: CSS=11.5, Synergy_ZIP=4.57, Synergy_Bliss=4.76, Synergy_Loewe=-11.8, Synergy_HSA=4.34. (6) Cell line: CCRF-CEM. Synergy scores: CSS=47.9, Synergy_ZIP=11.7, Synergy_Bliss=10.9, Synergy_Loewe=-2.54, Synergy_HSA=2.61. Drug 1: CC1C(C(=O)NC(C(=O)N2CCCC2C(=O)N(CC(=O)N(C(C(=O)O1)C(C)C)C)C)C(C)C)NC(=O)C3=C4C(=C(C=C3)C)OC5=C(C(=O)C(=C(C5=N4)C(=O)NC6C(OC(=O)C(N(C(=O)CN(C(=O)C7CCCN7C(=O)C(NC6=O)C(C)C)C)C)C(C)C)C)N)C. Drug 2: CC1=C2C(C(=O)C3(C(CC4C(C3C(C(C2(C)C)(CC1OC(=O)C(C(C5=CC=CC=C5)NC(=O)C6=CC=CC=C6)O)O)OC(=O)C7=CC=CC=C7)(CO4)OC(=O)C)O)C)OC(=O)C.